This data is from Peptide-MHC class I binding affinity with 185,985 pairs from IEDB/IMGT. The task is: Regression. Given a peptide amino acid sequence and an MHC pseudo amino acid sequence, predict their binding affinity value. This is MHC class I binding data. (1) The peptide sequence is GIRQVLFLEKI. The MHC is Mamu-A02 with pseudo-sequence Mamu-A02. The binding affinity (normalized) is 0.00133. (2) The peptide sequence is EFFDGGLTF. The MHC is HLA-A01:01 with pseudo-sequence HLA-A01:01. The binding affinity (normalized) is 0.0847. (3) The peptide sequence is DLKPDNILL. The MHC is HLA-A02:01 with pseudo-sequence HLA-A02:01. The binding affinity (normalized) is 0.534. (4) The peptide sequence is KQWGWFALL. The MHC is HLA-A30:01 with pseudo-sequence HLA-A30:01. The binding affinity (normalized) is 0.266. (5) The peptide sequence is SLYSGFPSL. The MHC is HLA-A32:15 with pseudo-sequence HLA-A32:15. The binding affinity (normalized) is 0.683. (6) The peptide sequence is MIKYCLLKILK. The MHC is HLA-B51:01 with pseudo-sequence HLA-B51:01. The binding affinity (normalized) is 0.0847. (7) The peptide sequence is ESDKGSSQS. The MHC is HLA-A02:01 with pseudo-sequence HLA-A02:01. The binding affinity (normalized) is 0.0847.